Dataset: Full USPTO retrosynthesis dataset with 1.9M reactions from patents (1976-2016). Task: Predict the reactants needed to synthesize the given product. (1) Given the product [NH2:8][C:7]1[C:2]([F:1])=[CH:3][C:4]([OH:18])=[C:5]([N:11]2[C:15](=[O:16])[N:14]([CH3:17])[N:13]=[N:12]2)[CH:6]=1, predict the reactants needed to synthesize it. The reactants are: [F:1][C:2]1[C:7]([N+:8]([O-])=O)=[CH:6][C:5]([N:11]2[C:15](=[O:16])[N:14]([CH3:17])[N:13]=[N:12]2)=[C:4]([OH:18])[CH:3]=1.CCO.CC(O)=O.CC1C=C2N=C3C(=NC(NC3=O)=O)N(C[C@H](O)[C@H](O)[C@H](O)CO)C2=CC=1C. (2) Given the product [CH2:28]([C:25]1[N:24]=[CH:23][C:22]([NH:21][C:18]([C@@H:17]2[CH2:16][C:15]3[C:10](=[CH:11][CH:12]=[CH:13][CH:14]=3)[CH2:9][N:8]2[C:6]([O:5][C:1]([CH3:4])([CH3:2])[CH3:3])=[O:7])=[O:19])=[CH:27][CH:26]=1)[CH2:29][CH2:30][CH2:31][CH3:32], predict the reactants needed to synthesize it. The reactants are: [C:1]([O:5][C:6]([N:8]1[C@H:17]([C:18](O)=[O:19])[CH2:16][C:15]2[C:10](=[CH:11][CH:12]=[CH:13][CH:14]=2)[CH2:9]1)=[O:7])([CH3:4])([CH3:3])[CH3:2].[NH2:21][C:22]1[CH:23]=[N:24][C:25]([CH2:28][CH2:29][CH2:30][CH2:31][CH3:32])=[CH:26][CH:27]=1.Cl.CN(C)CCCN=C=NCC. (3) The reactants are: Cl[CH2:2][C:3]([NH:5][CH3:6])=[O:4].C(=O)([O-])[O-].[K+].[K+].[C:13]([NH:17][C:18]([C:20]1[C:28]2[C:23](=[N:24][CH:25]=[C:26]([C:29]3[C:37]4[C:32](=[CH:33][CH:34]=[C:35]([O:38][CH:39]([F:41])[F:40])[CH:36]=4)[NH:31][N:30]=3)[N:27]=2)[N:22]([CH2:42][O:43][CH2:44][CH2:45][Si:46]([CH3:49])([CH3:48])[CH3:47])[CH:21]=1)=[O:19])([CH3:16])([CH3:15])[CH3:14]. Given the product [C:13]([NH:17][C:18]([C:20]1[C:28]2[C:23](=[N:24][CH:25]=[C:26]([C:29]3[C:37]4[C:32](=[CH:33][CH:34]=[C:35]([O:38][CH:39]([F:40])[F:41])[CH:36]=4)[N:31]([CH2:2][C:3]([NH:5][CH3:6])=[O:4])[N:30]=3)[N:27]=2)[N:22]([CH2:42][O:43][CH2:44][CH2:45][Si:46]([CH3:49])([CH3:48])[CH3:47])[CH:21]=1)=[O:19])([CH3:16])([CH3:15])[CH3:14], predict the reactants needed to synthesize it. (4) Given the product [CH2:1]([O:8][C:9]([NH:11][C@@H:12]([CH2:17][C:18]1[CH:19]=[CH:20][C:21]([F:24])=[CH:22][CH:23]=1)[C@@H:13]([OH:16])[CH2:14][Cl:15])=[O:10])[C:2]1[CH:3]=[CH:4][CH:5]=[CH:6][CH:7]=1, predict the reactants needed to synthesize it. The reactants are: [CH2:1]([O:8][C:9]([NH:11][C@@H:12]([CH2:17][C:18]1[CH:23]=[CH:22][C:21]([F:24])=[CH:20][CH:19]=1)[C:13](=[O:16])[CH2:14][Cl:15])=[O:10])[C:2]1[CH:7]=[CH:6][CH:5]=[CH:4][CH:3]=1.C(O)=O.C(N(CC)CC)C. (5) Given the product [CH3:20][O:19][C:17]1[CH:18]=[C:13]([CH:14]=[C:15]([O:21][CH2:2][CH2:3][O:4][CH2:5][CH2:6][O:7][CH2:8][CH2:9][O:10][CH3:11])[CH:16]=1)[NH2:12], predict the reactants needed to synthesize it. The reactants are: Br[CH2:2][CH2:3][O:4][CH2:5][CH2:6][O:7][CH2:8][CH2:9][O:10][CH3:11].[NH2:12][C:13]1[CH:14]=[C:15]([OH:21])[CH:16]=[C:17]([O:19][CH3:20])[CH:18]=1.C(=O)([O-])[O-].[K+].[K+].[I-].[Na+]. (6) Given the product [CH3:6][O:5][C:3](=[O:4])[CH:2]([CH2:19][C:15]1[CH:14]=[C:13]([Br:12])[CH:18]=[CH:17][N:16]=1)[C:1]([O:8][CH3:9])=[O:7], predict the reactants needed to synthesize it. The reactants are: [C:1]([O:8][CH3:9])(=[O:7])[CH2:2][C:3]([O:5][CH3:6])=[O:4].[H-].[Na+].[Br:12][C:13]1[CH:18]=[CH:17][N:16]=[C:15]([CH2:19]Cl)[CH:14]=1.[NH4+].[Cl-]. (7) Given the product [CH:9]1([C:7]2[C:2]([F:1])=[N:3][CH:4]=[CH:5][CH:6]=2)[CH2:11][CH2:10]1, predict the reactants needed to synthesize it. The reactants are: [F:1][C:2]1[C:7](I)=[CH:6][CH:5]=[CH:4][N:3]=1.[CH:9]1([B-](F)(F)F)[CH2:11][CH2:10]1.[K+].C1(P(C2CCCCC2)C2CCCCC2)CCCCC1.P([O-])([O-])([O-])=O.[K+].[K+].[K+]. (8) Given the product [CH3:20][O:21][C:22]1[CH:28]=[C:27]([O:29][CH3:30])[CH:26]=[CH:25][C:23]=1[NH:24][C:2]1[N:7]=[C:6]([NH:8][C:9]2[CH:14]=[CH:13][C:12]3[O:15][CH2:16][CH2:17][O:18][C:11]=3[CH:10]=2)[C:5]([F:19])=[CH:4][N:3]=1, predict the reactants needed to synthesize it. The reactants are: Cl[C:2]1[N:7]=[C:6]([NH:8][C:9]2[CH:14]=[CH:13][C:12]3[O:15][CH2:16][CH2:17][O:18][C:11]=3[CH:10]=2)[C:5]([F:19])=[CH:4][N:3]=1.[CH3:20][O:21][C:22]1[CH:28]=[C:27]([O:29][CH3:30])[CH:26]=[CH:25][C:23]=1[NH2:24]. (9) Given the product [C:1]1([C:7]2[C:23]([C:24]3[CH:25]=[CH:26][C:27]([C:30]4([NH2:34])[CH2:33][CH2:32][CH2:31]4)=[CH:28][CH:29]=3)=[N:22][C:10]3[O:11][CH2:12][C:13]4[N:14]([C:15]([C:18]([F:20])([F:19])[F:21])=[N:16][N:17]=4)[C:9]=3[CH:8]=2)[CH:2]=[CH:3][CH:4]=[CH:5][CH:6]=1, predict the reactants needed to synthesize it. The reactants are: [C:1]1([C:7]2[C:23]([C:24]3[CH:29]=[CH:28][C:27]([C:30]4([NH:34]C(=O)OC(C)(C)C)[CH2:33][CH2:32][CH2:31]4)=[CH:26][CH:25]=3)=[N:22][C:10]3[O:11][CH2:12][C:13]4[N:14]([C:15]([C:18]([F:21])([F:20])[F:19])=[N:16][N:17]=4)[C:9]=3[CH:8]=2)[CH:6]=[CH:5][CH:4]=[CH:3][CH:2]=1.